This data is from Reaction yield outcomes from USPTO patents with 853,638 reactions. The task is: Predict the reaction yield, written as a fraction of the theoretical maximum amount of product (1.0 means a 100% yield; for example, 0.34 means a 34% yield). (1) The catalyst is O1CCOCC1.CO.ClCCl.C([O-])(=O)C.[Pd+2].C([O-])(=O)C. The product is [OH:14][CH2:13][C@@H:8]1[N:7]([C:16]2[CH:17]=[CH:18][C:19]3[N:25]4[CH2:26][C@H:22]([CH2:23][CH2:24]4)[N:21]([C:27]([NH:29][C:30]4[CH:31]=[N:32][CH:33]=[CH:34][CH:35]=4)=[O:28])[C:20]=3[N:36]=2)[CH2:12][CH2:11][O:10][CH2:9]1. The yield is 0.312. The reactants are C([O-])([O-])=O.[Cs+].[Cs+].[NH:7]1[CH2:12][CH2:11][O:10][CH2:9][C@@H:8]1[CH2:13][OH:14].Cl[C:16]1[CH:17]=[CH:18][C:19]2[N:25]3[CH2:26][C@H:22]([CH2:23][CH2:24]3)[N:21]([C:27]([NH:29][C:30]3[CH:31]=[N:32][CH:33]=[CH:34][CH:35]=3)=[O:28])[C:20]=2[N:36]=1.CC(C1C=C(C(C)C)C(C2C=CC=CC=2P(C2CCCCC2)C2CCCCC2)=C(C(C)C)C=1)C. (2) The reactants are [CH:1]1([N:7]([CH:18]2[CH2:23][CH2:22][CH2:21][CH2:20][CH2:19]2)[C:8]([NH:10][C:11]2[S:12][C:13](C=O)=[CH:14][N:15]=2)=[O:9])[CH2:6][CH2:5][CH2:4][CH2:3][CH2:2]1.[C:24]([CH:29]=P(C1C=CC=CC=1)(C1C=CC=CC=1)C1C=CC=CC=1)([O:26][CH2:27][CH3:28])=[O:25].[CH2:49]1COCC1. No catalyst specified. The product is [CH2:27]([O:26][C:24](=[O:25])[CH:29]=[CH:49][C:13]1[S:12][C:11]([NH:10][C:8]([N:7]([CH:18]2[CH2:19][CH2:20][CH2:21][CH2:22][CH2:23]2)[CH:1]2[CH2:2][CH2:3][CH2:4][CH2:5][CH2:6]2)=[O:9])=[N:15][CH:14]=1)[CH3:28]. The yield is 0.690. (3) The reactants are [CH3:1][NH:2][C:3]([C:5]1[C:14]([CH2:15]O)=[C:13]([O:17][CH3:18])[C:12]2[C:7](=[CH:8][C:9]([O:21][CH3:22])=[C:10]([O:19][CH3:20])[CH:11]=2)[C:6]=1[C:23]1[CH:31]=[CH:30][C:26]2[O:27][CH2:28][O:29][C:25]=2[CH:24]=1)=[O:4].C([Mg]Cl)(C)C.CN(C)P(Cl)(N(C)C)=O.[Cl-].[NH4+]. The catalyst is CN1CCN(C)C1=O. The product is [O:27]1[C:26]2[CH:30]=[CH:31][C:23]([C:6]3[C:5]4[C:3](=[O:4])[N:2]([CH3:1])[CH2:15][C:14]=4[C:13]([O:17][CH3:18])=[C:12]4[CH:11]=[C:10]([O:19][CH3:20])[C:9]([O:21][CH3:22])=[CH:8][C:7]=34)=[CH:24][C:25]=2[O:29][CH2:28]1. The yield is 0.210. (4) The reactants are [CH3:1][N:2]([CH2:4][CH:5]([CH2:9][CH:10]([CH3:12])[CH3:11])[C:6](=[O:8])[CH3:7])[CH3:3].[CH3:13][I:14]. The catalyst is C(OCC)C. The product is [I-:14].[C:6]([CH:5]([CH2:9][CH:10]([CH3:12])[CH3:11])[CH2:4][N+:2]([CH3:13])([CH3:3])[CH3:1])(=[O:8])[CH3:7]. The yield is 0.860. (5) The reactants are [CH:1]1([C:4]([N:6]2[CH2:10][CH2:9][C@@H:8]([CH2:11][N:12]3[C:16]([C:17]4[CH:22]=[CH:21][C:20]([C:23]5[CH:28]=[CH:27][C:26]([F:29])=[CH:25][CH:24]=5)=[CH:19][CH:18]=4)=[N:15][NH:14][C:13]3=[O:30])[CH2:7]2)=[O:5])[CH2:3][CH2:2]1.C([O-])([O-])=O.[K+].[K+].[CH3:37][C:38]1([CH3:41])[CH2:40][O:39]1. No catalyst specified. The product is [CH:1]1([C:4]([N:6]2[CH2:10][CH2:9][C@@H:8]([CH2:11][N:12]3[C:16]([C:17]4[CH:22]=[CH:21][C:20]([C:23]5[CH:24]=[CH:25][C:26]([F:29])=[CH:27][CH:28]=5)=[CH:19][CH:18]=4)=[N:15][N:14]([CH2:37][C:38]([OH:39])([CH3:41])[CH3:40])[C:13]3=[O:30])[CH2:7]2)=[O:5])[CH2:3][CH2:2]1. The yield is 0.840. (6) The product is [F:27][CH:26]([F:28])[C:22]1[C:23]([F:25])=[CH:24][C:19]([C:13]2[C:12]3[C:17](=[CH:18][C:9]([S:8]([Cl:36])(=[O:47])=[O:35])=[CH:10][CH:11]=3)[N:16]=[CH:15][N:14]=2)=[C:20]([O:29][CH3:30])[CH:21]=1. The catalyst is C(Cl)Cl. The reactants are C([S:8][C:9]1[CH:18]=[C:17]2[C:12]([C:13]([C:19]3[CH:24]=[C:23]([F:25])[C:22]([CH:26]([F:28])[F:27])=[CH:21][C:20]=3[O:29][CH3:30])=[N:14][CH:15]=[N:16]2)=[CH:11][CH:10]=1)C1C=CC=CC=1.CC(O)=O.[OH2:35].[Cl:36]N1C(C)(C)C(=O)N(Cl)C1=O.[OH2:47]. The yield is 0.695. (7) The reactants are [NH2:1][C:2]1[CH:13]=[CH:12][C:5]([CH2:6][NH:7][S:8]([CH3:11])(=[O:10])=[O:9])=[C:4]([F:14])[CH:3]=1.[C:15]1([O:21][C:22](Cl)=[O:23])[CH:20]=[CH:19][CH:18]=[CH:17][CH:16]=1.N1C=CC=CC=1. The catalyst is O1CCCC1.C(#N)C.C(OCC)(=O)C. The product is [F:14][C:4]1[CH:3]=[C:2]([NH:1][C:22](=[O:23])[O:21][C:15]2[CH:20]=[CH:19][CH:18]=[CH:17][CH:16]=2)[CH:13]=[CH:12][C:5]=1[CH2:6][NH:7][S:8]([CH3:11])(=[O:10])=[O:9]. The yield is 0.670. (8) The reactants are [C:1]([N:4]1[C:13]2[C:8](=[CH:9][C:10]([C:14](O)=[O:15])=[CH:11][CH:12]=2)[C@H:7]([NH:17][C:18]2[CH:23]=[CH:22][C:21]([N:24]3[CH2:29][CH2:28][O:27][CH2:26][CH2:25]3)=[CH:20][CH:19]=2)[CH2:6][C@@H:5]1[CH3:30])(=[O:3])[CH3:2].[CH:31]1([NH2:37])[CH2:36][CH2:35][CH2:34][CH2:33][CH2:32]1. No catalyst specified. The product is [C:1]([N:4]1[C:13]2[C:8](=[CH:9][C:10]([C:14]([NH:37][CH:31]3[CH2:36][CH2:35][CH2:34][CH2:33][CH2:32]3)=[O:15])=[CH:11][CH:12]=2)[C@H:7]([NH:17][C:18]2[CH:19]=[CH:20][C:21]([N:24]3[CH2:29][CH2:28][O:27][CH2:26][CH2:25]3)=[CH:22][CH:23]=2)[CH2:6][C@@H:5]1[CH3:30])(=[O:3])[CH3:2]. The yield is 0.870.